Dataset: Forward reaction prediction with 1.9M reactions from USPTO patents (1976-2016). Task: Predict the product of the given reaction. (1) Given the reactants C(C1C(=O)C(Cl)=C(Cl)C(=O)C=1C#N)#N.[O:15]=[C:16]1[NH:25][C:24]2[C:19](=[CH:20][CH:21]=[C:22]([C:26]([O:28][CH3:29])=[O:27])[CH:23]=2)[NH:18][CH:17]1[C:30]1[CH:35]=[CH:34][CH:33]=[CH:32][CH:31]=1, predict the reaction product. The product is: [O:15]=[C:16]1[NH:25][C:24]2[C:19](=[CH:20][CH:21]=[C:22]([C:26]([O:28][CH3:29])=[O:27])[CH:23]=2)[N:18]=[C:17]1[C:30]1[CH:35]=[CH:34][CH:33]=[CH:32][CH:31]=1. (2) Given the reactants [Cl:1][C:2]1[C:7]([NH2:8])=[C:6]([C:9]#[CH:10])[N:5]=[C:4]([C:11]2[CH:16]=[CH:15][CH:14]=[CH:13][CH:12]=2)[N:3]=1.O, predict the reaction product. The product is: [Cl:1][C:2]1[C:7]2[NH:8][CH:10]=[CH:9][C:6]=2[N:5]=[C:4]([C:11]2[CH:16]=[CH:15][CH:14]=[CH:13][CH:12]=2)[N:3]=1. (3) Given the reactants [CH3:1][C:2]1[CH:7]=[CH:6][N:5]=[CH:4][CH:3]=1.CC(O[CH:13](N(C)C)[N:14]([CH3:16])[CH3:15])(C)C, predict the reaction product. The product is: [CH3:13][N:14]([CH3:16])[CH:15]=[CH:1][C:2]1[CH:7]=[CH:6][N:5]=[CH:4][CH:3]=1.